From a dataset of Catalyst prediction with 721,799 reactions and 888 catalyst types from USPTO. Predict which catalyst facilitates the given reaction. (1) Reactant: [F:1][C:2]([F:16])([C:6]1[CH:7]=[C:8]2[C:13](=[CH:14][CH:15]=1)[N:12]=[CH:11][CH:10]=[CH:9]2)[C:3]([O-:5])=O.[Na+].[CH3:18][N:19]1[CH:23]=[C:22]([C:24]2[N:29]=[N:28][C:27]([NH:30][NH:31][C:32]([O:34][C:35]([CH3:38])([CH3:37])[CH3:36])=[O:33])=[CH:26][CH:25]=2)[CH:21]=[N:20]1.N1C=CN=C1.S(Cl)(Cl)=O. Product: [F:16][C:2]([F:1])([C:6]1[CH:7]=[C:8]2[C:13](=[CH:14][CH:15]=1)[N:12]=[CH:11][CH:10]=[CH:9]2)[C:3]([N:28]1[N:29]=[C:24]([C:22]2[CH:21]=[N:20][N:19]([CH3:18])[CH:23]=2)[CH:25]=[CH:26]/[C:27]/1=[N:30]\[NH:31][C:32]([O:34][C:35]([CH3:38])([CH3:37])[CH3:36])=[O:33])=[O:5]. The catalyst class is: 10. (2) Reactant: [NH2:1][C:2]1[CH:10]=[C:9]2[C:5]([C:6]([C:24]3[CH:33]=[CH:32][C:27]([C:28]([O:30][CH3:31])=[O:29])=[CH:26][C:25]=3[F:34])=[N:7][N:8]2[C:11](=[O:23])[C:12]2[C:17]([C:18]([F:21])([F:20])[F:19])=[CH:16][CH:15]=[CH:14][C:13]=2[Cl:22])=[CH:4][CH:3]=1.[CH3:35]I. Product: [Cl:22][C:13]1[CH:14]=[CH:15][CH:16]=[C:17]([C:18]([F:21])([F:20])[F:19])[C:12]=1[C:11]([N:8]1[C:9]2[C:5](=[CH:4][CH:3]=[C:2]([NH:1][CH3:35])[CH:10]=2)[C:6]([C:24]2[CH:33]=[CH:32][C:27]([C:28]([O:30][CH3:31])=[O:29])=[CH:26][C:25]=2[F:34])=[N:7]1)=[O:23]. The catalyst class is: 3.